From a dataset of Acute oral toxicity (LD50) regression data from Zhu et al.. Regression/Classification. Given a drug SMILES string, predict its toxicity properties. Task type varies by dataset: regression for continuous values (e.g., LD50, hERG inhibition percentage) or binary classification for toxic/non-toxic outcomes (e.g., AMES mutagenicity, cardiotoxicity, hepatotoxicity). Dataset: ld50_zhu. The molecule is O=C(O)c1c(O)cccc1C=NOCc1ccc(Cl)cc1. The rat oral LD50 is 2.48, given as -log10 of the dose in mol/kg body weight (higher means more acutely toxic).